Dataset: Catalyst prediction with 721,799 reactions and 888 catalyst types from USPTO. Task: Predict which catalyst facilitates the given reaction. (1) Reactant: C[O:2][C:3](=O)[C:4]1[CH:9]=[CH:8][C:7]([N+:10]([O-:12])=[O:11])=[CH:6][CH:5]=1.O.[NH2:15][NH2:16]. Product: [N+:10]([C:7]1[CH:8]=[CH:9][C:4]([C:3]([NH:15][NH2:16])=[O:2])=[CH:5][CH:6]=1)([O-:12])=[O:11]. The catalyst class is: 5. (2) Reactant: [O:1]=[C:2]1[C:10]2[C:5](=[CH:6][CH:7]=[CH:8][CH:9]=2)[C:4](=[O:11])[N:3]1[C@@H:12]1[CH2:19][C@H:15]2[O:16][CH2:17][CH2:18][C@@:14]2([C:20]([NH:22][CH2:23][C:24]2[CH:29]=[C:28]([C:30]([F:33])([F:32])[F:31])[CH:27]=[CH:26][C:25]=2[OH:34])=[O:21])[CH2:13]1.C=O.O.[C:38]1(C)C=CC(S(O)(=O)=O)=CC=1. Product: [F:33][C:30]([F:31])([F:32])[C:28]1[CH:27]=[CH:26][C:25]2[O:34][CH2:38][N:22]([C:20]([C@:14]34[CH2:13][C@H:12]([N:3]5[C:4](=[O:11])[C:5]6[C:10](=[CH:9][CH:8]=[CH:7][CH:6]=6)[C:2]5=[O:1])[CH2:19][C@H:15]3[O:16][CH2:17][CH2:18]4)=[O:21])[CH2:23][C:24]=2[CH:29]=1. The catalyst class is: 11.